This data is from Full USPTO retrosynthesis dataset with 1.9M reactions from patents (1976-2016). The task is: Predict the reactants needed to synthesize the given product. (1) Given the product [O:30]1[CH:31]=[CH:32][CH:33]=[C:29]1[C:27]([C:26]1[CH:25]=[N:24][N:23]2[C:5]([C:7]3[CH:8]=[C:9]([N:13]4[CH2:18][CH2:17][CH2:16][CH2:15][C:14]4=[O:19])[CH:10]=[CH:11][CH:12]=3)=[CH:4][CH:3]=[N:2][C:20]=12)=[O:28], predict the reactants needed to synthesize it. The reactants are: C[N:2]([CH3:20])[CH:3]=[CH:4][C:5]([C:7]1[CH:8]=[C:9]([N:13]2[CH2:18][CH2:17][CH2:16][CH2:15][C:14]2=[O:19])[CH:10]=[CH:11][CH:12]=1)=O.NC1[C:26]([C:27]([C:29]2[O:30][CH:31]=[CH:32][CH:33]=2)=[O:28])=[CH:25][NH:24][N:23]=1. (2) The reactants are: [Cl:1][C:2]1[CH:3]=[C:4]2[C:8](=[CH:9][CH:10]=1)[NH:7][C:6]1[CH2:11][N:12]([CH3:15])[CH2:13][CH2:14][C:5]2=1.[H-].[Na+].[O:18]1[CH2:20][CH:19]1[C:21]1[CH:26]=[CH:25][N:24]=[CH:23][CH:22]=1. Given the product [Cl:1][C:2]1[CH:3]=[C:4]2[C:8](=[CH:9][CH:10]=1)[N:7]([CH2:20][CH:19]([C:21]1[CH:26]=[CH:25][N:24]=[CH:23][CH:22]=1)[OH:18])[C:6]1[CH2:11][N:12]([CH3:15])[CH2:13][CH2:14][C:5]2=1, predict the reactants needed to synthesize it. (3) Given the product [CH3:14][C:7]1[CH:6]=[C:5](/[CH:4]=[CH:3]/[C:2]([F:1])([F:16])[F:15])[CH:13]=[CH:12][C:8]=1[C:9]([NH:33][C:25]1[CH:24]=[N:23][C:32]2[C:27]([CH:26]=1)=[N:28][CH:29]=[CH:30][CH:31]=2)=[O:11], predict the reactants needed to synthesize it. The reactants are: [F:1][C:2]([F:16])([F:15])/[CH:3]=[CH:4]/[C:5]1[CH:13]=[CH:12][C:8]([C:9]([OH:11])=O)=[C:7]([CH3:14])[CH:6]=1.C(Cl)(=O)C(Cl)=O.[N:23]1[C:32]2[C:27](=[N:28][CH:29]=[CH:30][CH:31]=2)[CH:26]=[C:25]([NH2:33])[CH:24]=1. (4) Given the product [NH2:1][C:2]1[C:11]2[N:12]=[C:13]([CH2:20][OH:21])[N:14]([CH2:15][C:16]([CH3:19])([OH:18])[CH3:17])[C:10]=2[C:9]2[N:8]=[CH:7][C:6]([C:24]3[CH:25]=[N:26][CH:27]=[C:28]([CH2:30][OH:31])[CH:29]=3)=[CH:5][C:4]=2[N:3]=1, predict the reactants needed to synthesize it. The reactants are: [NH2:1][C:2]1[C:11]2[N:12]=[C:13]([CH2:20][O:21]CC)[N:14]([CH2:15][C:16]([CH3:19])([OH:18])[CH3:17])[C:10]=2[C:9]2[N:8]=[CH:7][C:6]([C:24]3[CH:25]=[N:26][CH:27]=[C:28]([CH2:30][OH:31])[CH:29]=3)=[CH:5][C:4]=2[N:3]=1.B(Br)(Br)Br.CO.